Dataset: Catalyst prediction with 721,799 reactions and 888 catalyst types from USPTO. Task: Predict which catalyst facilitates the given reaction. (1) Reactant: [CH3:1][C:2]([OH:15])([CH3:14])[CH:3]([OH:13])[CH2:4][N:5]1[CH:9]=[CH:8][C:7]([N+:10]([O-:12])=[O:11])=[N:6]1.CO[C:18](OC)([CH3:20])[CH3:19].C1(C)C=CC(S(O)(=O)=O)=CC=1. Product: [N+:10]([C:7]1[CH:8]=[CH:9][N:5]([CH2:4][CH:3]2[C:2]([CH3:1])([CH3:14])[O:15][C:18]([CH3:20])([CH3:19])[O:13]2)[N:6]=1)([O-:12])=[O:11]. The catalyst class is: 372. (2) Reactant: [NH2:1][C:2]1[CH:6]=[CH:5][S:4][C:3]=1[C:7]([O:9]C)=[O:8].[OH-].[Na+].Cl.C(=O)(O)[O-].[Na+].[CH2:19]([N:26]=[C:27]=[O:28])[C:20]1[CH:25]=[CH:24][CH:23]=[CH:22][CH:21]=1. Product: [CH2:19]([NH:26][C:27](=[O:28])[NH:1][C:2]1[CH:6]=[CH:5][S:4][C:3]=1[C:7]([OH:9])=[O:8])[C:20]1[CH:25]=[CH:24][CH:23]=[CH:22][CH:21]=1. The catalyst class is: 10. (3) Reactant: Br[C:2]1[CH:11]=[C:10]2[C:5]([C:6]([CH3:16])([CH3:15])[CH2:7][C:8](=[O:14])[N:9]2[CH2:12][CH3:13])=[CH:4][C:3]=1[CH3:17].[F:18][C:19]([F:33])([F:32])[O:20][C:21]1[CH:26]=[CH:25][C:24]([CH:27]=[O:28])=[CH:23][C:22]=1B(O)O.C(=O)([O-])[O-].[K+].[K+]. Product: [CH2:12]([N:9]1[C:10]2[C:5](=[CH:4][C:3]([CH3:17])=[C:2]([C:26]3[CH:25]=[C:24]([CH:23]=[CH:22][C:21]=3[O:20][C:19]([F:18])([F:32])[F:33])[CH:27]=[O:28])[CH:11]=2)[C:6]([CH3:16])([CH3:15])[CH2:7][C:8]1=[O:14])[CH3:13]. The catalyst class is: 109. (4) Reactant: [CH3:1][O:2][C:3]([C@@H:5]([N:13]1[CH2:21][C:17]2[CH:18]=[CH:19][S:20][C:16]=2[CH2:15][CH2:14]1)[C:6]1[CH:7]=[CH:8][CH:9]=[CH:10][C:11]=1[Cl:12])=[O:4].C(O)(=O)C.C[Si](C)(C)[Cl:28].C(OC(C)C)(C)C. Product: [CH3:1][O:2][C:3]([C@@H:5]([N:13]1[CH2:21][C:17]2[CH:18]=[CH:19][S:20][C:16]=2[CH2:15][CH2:14]1)[C:6]1[C:11]([Cl:12])=[CH:10][CH:9]=[CH:8][CH:7]=1)=[O:4].[ClH:28]. The catalyst class is: 10. (5) Reactant: [Cl:1][C:2]1[CH:7]=[CH:6][C:5]([N:8]2[C:12]([CH3:13])=[C:11]([C:14]([NH:16][C@H:17]([C:24]3[CH:29]=[CH:28][CH:27]=[C:26]([C:30]([F:33])([F:32])[F:31])[CH:25]=3)[CH2:18][CH2:19][CH2:20][C:21]([OH:23])=O)=[O:15])[CH:10]=[N:9]2)=[CH:4][CH:3]=1.[CH3:34][CH:35]1[CH2:40][CH2:39][NH:38][CH2:37][CH2:36]1.F[B-](F)(F)F.N1(OC(N(C)C)=[N+](C)C)C2C=CC=CC=2N=N1. Product: [CH3:34][CH:35]1[CH2:40][CH2:39][N:38]([C:21](=[O:23])[CH2:20][CH2:19][CH2:18][C@H:17]([NH:16][C:14]([C:11]2[CH:10]=[N:9][N:8]([C:5]3[CH:6]=[CH:7][C:2]([Cl:1])=[CH:3][CH:4]=3)[C:12]=2[CH3:13])=[O:15])[C:24]2[CH:29]=[CH:28][CH:27]=[C:26]([C:30]([F:31])([F:32])[F:33])[CH:25]=2)[CH2:37][CH2:36]1. The catalyst class is: 3. (6) Reactant: [OH-].[K+].[O:3]1[CH:7]=[CH:6][CH:5]=[C:4]1[CH2:8][NH:9][C:10]([NH:12][C:13]1[CH:18]=[CH:17][C:16]([OH:19])=[CH:15][CH:14]=1)=[S:11].I[CH:21]([CH2:23][CH3:24])[CH3:22]. Product: [CH:21]([O:19][C:16]1[CH:17]=[CH:18][C:13]([NH:12][C:10]([NH:9][CH2:8][C:4]2[O:3][CH:7]=[CH:6][CH:5]=2)=[S:11])=[CH:14][CH:15]=1)([CH2:23][CH3:24])[CH3:22]. The catalyst class is: 8.